Dataset: Full USPTO retrosynthesis dataset with 1.9M reactions from patents (1976-2016). Task: Predict the reactants needed to synthesize the given product. (1) Given the product [NH2:8][C:9]1[C:14]([CH3:15])=[CH:13][N:12]=[C:11]([C:16]([O:26][CH2:24][CH3:25])=[O:20])[C:10]=1[CH3:18], predict the reactants needed to synthesize it. The reactants are: C([NH:8][C:9]1[C:14]([CH3:15])=[CH:13][N:12]=[C:11]([C:16]#N)[C:10]=1[CH3:18])C1C=CC=CC=1.S(=O)(=O)(O)[OH:20].[CH2:24]([OH:26])[CH3:25]. (2) Given the product [OH:1][C:3]1[N:8]=[CH:7][C:6]([C:9]([NH:12][C:13]([C:15]2[C:16]3[CH2:17][C@H:18]4[CH2:31][C@H:19]4[C:20]=3[N:21]([C:23]3[CH:28]=[CH:27][C:26]([F:29])=[CH:25][C:24]=3[F:30])[N:22]=2)=[O:14])([CH3:10])[CH3:11])=[CH:5][CH:4]=1, predict the reactants needed to synthesize it. The reactants are: [O:1]([C:3]1[N:8]=[CH:7][C:6]([C:9]([NH:12][C:13]([C:15]2[C:16]3[CH2:17][C@H:18]4[CH2:31][C@H:19]4[C:20]=3[N:21]([C:23]3[CH:28]=[CH:27][C:26]([F:29])=[CH:25][C:24]=3[F:30])[N:22]=2)=[O:14])([CH3:11])[CH3:10])=[CH:5][CH:4]=1)C.I[Si](C)(C)C. (3) Given the product [NH2:12][C:7]1[CH:8]=[CH:9][CH:10]=[C:11]2[C:6]=1[CH:5]=[C:4]([CH3:15])[N:3]=[C:2]2[CH3:1], predict the reactants needed to synthesize it. The reactants are: [CH3:1][C:2]1[C:11]2[C:6](=[C:7]([N+:12]([O-])=O)[CH:8]=[CH:9][CH:10]=2)[CH:5]=[C:4]([CH3:15])[N:3]=1. (4) Given the product [Br:5][CH2:6][CH2:7][CH2:8][C:9]([NH:11][C:12]1([N:16]2[CH:20]=[CH:19][N:18]=[CH:17]2)[CH2:14][CH2:13]1)=[O:10], predict the reactants needed to synthesize it. The reactants are: S(Cl)(Cl)=O.[Br:5][CH2:6][CH2:7][CH2:8][C:9]([NH:11][C:12]1(O)[CH2:14][CH2:13]1)=[O:10].[NH:16]1[CH:20]=[CH:19][N:18]=[CH:17]1.CCN(CC)CC. (5) Given the product [Br:3][C:18]1[CH:17]=[CH:16][C:15]2[C:20](=[CH:21][CH:22]=[C:13]([C:10]3[CH:11]=[CH:12][C:7]([Cl:6])=[CH:8][CH:9]=3)[CH:14]=2)[N:19]=1, predict the reactants needed to synthesize it. The reactants are: P(Br)(Br)([Br:3])=O.[Cl:6][C:7]1[CH:12]=[CH:11][C:10]([C:13]2[CH:14]=[C:15]3[C:20](=[CH:21][CH:22]=2)[NH:19][C:18](=O)[CH:17]=[CH:16]3)=[CH:9][CH:8]=1.N. (6) Given the product [O:1]1[CH2:5][CH2:4][O:3][CH:2]1[C:6]1[CH:7]=[C:8]([I:21])[C:9]([F:12])=[N:10][CH:11]=1, predict the reactants needed to synthesize it. The reactants are: [O:1]1[CH2:5][CH2:4][O:3][CH:2]1[C:6]1[CH:7]=[CH:8][C:9]([F:12])=[N:10][CH:11]=1.C([N-]C(C)C)(C)C.[Li+].[I:21]I.S([O-])([O-])(=O)=S.[Na+].[Na+].